From a dataset of CYP2D6 inhibition data for predicting drug metabolism from PubChem BioAssay. Regression/Classification. Given a drug SMILES string, predict its absorption, distribution, metabolism, or excretion properties. Task type varies by dataset: regression for continuous measurements (e.g., permeability, clearance, half-life) or binary classification for categorical outcomes (e.g., BBB penetration, CYP inhibition). Dataset: cyp2d6_veith. (1) The drug is CCNC(=S)NNC(=O)c1cc(C2CC2)nc2ccccc12. The result is 0 (non-inhibitor). (2) The molecule is CCOc1ccc(C(C)=O)cc1N1C(=O)C2C(C1=O)C1C=CC2C12CC2. The result is 0 (non-inhibitor). (3) The drug is COCCn1c(=O)c(-c2ccc(F)cc2)nc2cncnc21. The result is 0 (non-inhibitor). (4) The drug is O=C(c1ccco1)N1CCC2(CC1)CCN(c1ccc(-c3ccccc3)cc1)CC2. The result is 0 (non-inhibitor). (5) The molecule is O=C(NCc1ccco1)c1ccc2c(=O)n(-c3ccccc3)c(=S)[nH]c2c1. The result is 0 (non-inhibitor). (6) The compound is CN1c2ccccc2C(O)=C(C(=O)Nc2ccccc2)S1(=O)=O. The result is 0 (non-inhibitor). (7) The molecule is Oc1cc(O)c2c(c1)O[C@@H](c1ccc(O)c(O)c1)[C@H](O[C@@]1(c3cc(O)c(O)c(O)c3)Oc3cc(O)cc(O)c3[C@H](O)[C@@H]1O)C2. The result is 0 (non-inhibitor).